Predict which catalyst facilitates the given reaction. From a dataset of Catalyst prediction with 721,799 reactions and 888 catalyst types from USPTO. Product: [CH2:28]([N:17]1[CH2:18][C@H:19]([OH:21])[CH2:20][C@H:16]1[C:14]([N:11]1[CH2:10][CH2:9][CH:8]([CH2:1][C:2]2[CH:7]=[CH:6][CH:5]=[CH:4][CH:3]=2)[CH2:13][CH2:12]1)=[O:15])[C:29]1[CH:34]=[CH:33][CH:32]=[CH:31][CH:30]=1. Reactant: [CH2:1]([CH:8]1[CH2:13][CH2:12][N:11]([C:14]([C@@H:16]2[CH2:20][C@@H:19]([OH:21])[CH2:18][NH:17]2)=[O:15])[CH2:10][CH2:9]1)[C:2]1[CH:7]=[CH:6][CH:5]=[CH:4][CH:3]=1.C(=O)([O-])[O-].[K+].[K+].[CH2:28](Br)[C:29]1[CH:34]=[CH:33][CH:32]=[CH:31][CH:30]=1. The catalyst class is: 10.